Predict the reactants needed to synthesize the given product. From a dataset of Full USPTO retrosynthesis dataset with 1.9M reactions from patents (1976-2016). (1) Given the product [CH2:8]1[O:7][CH2:14][CH2:15][O:16][CH2:17][CH2:23][O:22][CH2:21][CH2:20][O:19][CH2:18][CH2:11][O:10][CH2:9]1.[C:11]1(=[O:19])[O:10][C@@H:9]([CH2:8][OH:7])[C@H:15]([OH:16])[CH2:14]1, predict the reactants needed to synthesize it. The reactants are: [CH3:11][O:10][CH2:9][CH2:8][O:7][AlH2-][O:7][CH2:8][CH2:9][O:10][CH3:11].[Na+].C1[CH2:17][O:16][CH2:15][CH2:14]1.[CH3:18][O:19][CH2:20][CH2:21][O:22][CH3:23]. (2) Given the product [F:43][C:23]([F:22])([C:30]1[CH:31]=[CH:32][C:33]([C:36]2[CH:41]=[CH:40][C:39]([F:42])=[CH:38][N:37]=2)=[CH:34][CH:35]=1)[C:24]([C:11]1[N:12]([S:14]([N:17]([CH3:19])[CH3:18])(=[O:16])=[O:15])[CH:13]=[C:9]([CH2:8][C:7]([CH3:21])([CH3:20])[CH3:6])[N:10]=1)=[O:25], predict the reactants needed to synthesize it. The reactants are: C([Li])CCC.[CH3:6][C:7]([CH3:21])([CH3:20])[CH2:8][C:9]1[N:10]=[CH:11][N:12]([S:14]([N:17]([CH3:19])[CH3:18])(=[O:16])=[O:15])[CH:13]=1.[F:22][C:23]([F:43])([C:30]1[CH:35]=[CH:34][C:33]([C:36]2[CH:41]=[CH:40][C:39]([F:42])=[CH:38][N:37]=2)=[CH:32][CH:31]=1)[C:24](N(OC)C)=[O:25]. (3) Given the product [S:11]1[C:12]2[CH:18]=[CH:17][CH:16]=[CH:15][C:13]=2[N:14]=[C:10]1[N:1]1[CH2:8][CH2:7][CH2:6][C@H:2]1[C:3]([OH:5])=[O:4], predict the reactants needed to synthesize it. The reactants are: [NH:1]1[CH2:8][CH2:7][CH2:6][C@H:2]1[C:3]([OH:5])=[O:4].Br[C:10]1[S:11][C:12]2[CH:18]=[CH:17][CH:16]=[CH:15][C:13]=2[N:14]=1.C(=O)([O-])[O-].[K+].[K+]. (4) Given the product [CH3:8][O:7][C:5](=[O:6])[C:4]1[CH:9]=[CH:10][CH:11]=[C:2]([NH:17][C:16]2[CH:18]=[CH:19][C:13]([Br:12])=[CH:14][CH:15]=2)[CH:3]=1, predict the reactants needed to synthesize it. The reactants are: Br[C:2]1[CH:3]=[C:4]([CH:9]=[CH:10][CH:11]=1)[C:5]([O:7][CH3:8])=[O:6].[Br:12][C:13]1[CH:19]=[CH:18][C:16]([NH2:17])=[CH:15][CH:14]=1. (5) Given the product [CH:10]([C@@H:9]([C:13](=[O:15])[NH:133][C@H:129]([C:130]([OH:132])=[O:131])[CH2:128][S:127][CH2:126]/[CH:125]=[C:124](\[CH3:134])/[CH2:123][CH2:122]/[CH:121]=[C:120](\[CH3:135])/[CH2:119][CH2:118][CH:117]=[C:116]([CH3:136])[CH3:115])[NH:8][C:1](=[O:2])[O:3][C:4]([CH3:5])([CH3:6])[CH3:7])([CH3:11])[CH3:12], predict the reactants needed to synthesize it. The reactants are: [C:1]([NH:8][C@H:9]([C:13]([OH:15])=O)[CH:10]([CH3:12])[CH3:11])([O:3][C:4]([CH3:7])([CH3:6])[CH3:5])=[O:2].C[C@@H](O)[C@@H]1NC(=O)[C@H](CCN)NC(=O)[C@H](CCN)NC(=O)[C@H](CC(C)C)NC(=O)[C@@H](CC2C=CC=CC=2)NC(=O)[C@H](CCN)NC(=O)[C@@H](NC([C@@H](N)CCN)=O)CCNC1=O.OS(O)(=O)=O.CN(C(ON1N=NC2C=CC=NC1=2)=[N+](C)C)C.F[P-](F)(F)(F)(F)F.C(N(CC)C(C)C)(C)C.[CH3:115][C:116]([CH3:136])=[CH:117][CH2:118][CH2:119]/[C:120](/[CH3:135])=[CH:121]/[CH2:122][CH2:123]/[C:124](/[CH3:134])=[CH:125]/[CH2:126][S:127][CH2:128][C@H:129]([NH2:133])[C:130]([OH:132])=[O:131].